This data is from Reaction yield outcomes from USPTO patents with 853,638 reactions. The task is: Predict the reaction yield, written as a fraction of the theoretical maximum amount of product (1.0 means a 100% yield; for example, 0.34 means a 34% yield). (1) The reactants are Br[C:2]1[N:7]=[C:6]2[N:8]([CH2:11][C:12]3[CH:28]=[CH:27][C:15]4[N:16]=[C:17]([NH:19][C@@H:20]5[CH2:25][CH2:24][CH2:23][CH2:22][C@H:21]5[OH:26])[S:18][C:14]=4[CH:13]=3)[CH:9]=[N:10][C:5]2=[CH:4][CH:3]=1.[CH3:29][N:30](C=O)C. The catalyst is [C-]#N.[Zn+2].[C-]#N.C1(P(C2C=CC=CC=2)[C-]2C=CC=C2)C=CC=CC=1.[C-]1(P(C2C=CC=CC=2)C2C=CC=CC=2)C=CC=C1.[Fe+2].C1C=CC(/C=C/C(/C=C/C2C=CC=CC=2)=O)=CC=1.C1C=CC(/C=C/C(/C=C/C2C=CC=CC=2)=O)=CC=1.C1C=CC(/C=C/C(/C=C/C2C=CC=CC=2)=O)=CC=1.[Pd].[Pd]. The product is [OH:26][C@@H:21]1[CH2:22][CH2:23][CH2:24][CH2:25][C@H:20]1[NH:19][C:17]1[S:18][C:14]2[CH:13]=[C:12]([CH2:11][N:8]3[C:6]4=[N:7][C:2]([C:29]#[N:30])=[CH:3][CH:4]=[C:5]4[N:10]=[CH:9]3)[CH:28]=[CH:27][C:15]=2[N:16]=1. The yield is 0.390. (2) The reactants are [CH2:1]([O:3][C:4]1[C:8]([CH2:9][CH2:10][CH2:11][OH:12])=[CH:7][N:6]([C:13]2[CH:18]=[CH:17][CH:16]=[CH:15][N:14]=2)[N:5]=1)[CH3:2].[CH2:19]([O:21][C:22]1[CH:27]=[C:26](O)[CH:25]=[CH:24][C:23]=1[CH2:29][CH2:30][C:31]([O:33]C)=[O:32])[CH3:20].C(P(CCCC)CCCC)CCC.N(C(N1CCCCC1)=O)=NC(N1CCCCC1)=O. The catalyst is O1CCCC1. The product is [CH2:19]([O:21][C:22]1[CH:27]=[C:26]([O:12][CH2:11][CH2:10][CH2:9][C:8]2[C:4]([O:3][CH2:1][CH3:2])=[N:5][N:6]([C:13]3[CH:18]=[CH:17][CH:16]=[CH:15][N:14]=3)[CH:7]=2)[CH:25]=[CH:24][C:23]=1[CH2:29][CH2:30][C:31]([OH:33])=[O:32])[CH3:20]. The yield is 0.610. (3) The reactants are [OH:1][CH:2]([CH2:9][CH2:10][C:11]([O:13][CH2:14][C:15]1[CH:20]=[CH:19][C:18]([O:21][CH3:22])=[CH:17][CH:16]=1)=[O:12])[C:3]([O:5][CH2:6][CH:7]=[CH2:8])=[O:4].[C:23](Cl)(=[O:25])[CH3:24].C(=O)([O-])O.[Na+].C(OCC)(=O)C. The catalyst is N1C=CC=CC=1.CCCCCC. The product is [C:23]([O:1][CH:2]([CH2:9][CH2:10][C:11]([O:13][CH2:14][C:15]1[CH:16]=[CH:17][C:18]([O:21][CH3:22])=[CH:19][CH:20]=1)=[O:12])[C:3]([O:5][CH2:6][CH:7]=[CH2:8])=[O:4])(=[O:25])[CH3:24]. The yield is 0.950.